From a dataset of Forward reaction prediction with 1.9M reactions from USPTO patents (1976-2016). Predict the product of the given reaction. Given the reactants Cl[C:2]1[N:11]=[CH:10][C:9]2[N:8]([C:12]3([C:15]4[CH:20]=[CH:19][C:18]([Cl:21])=[CH:17][CH:16]=4)[CH2:14][CH2:13]3)[C:7](=[O:22])[CH:6]3[CH2:23][O:24][CH2:25][CH2:26][N:5]3[C:4]=2[N:3]=1.[CH3:27][NH:28][C:29]([NH:31][C:32]1[CH:37]=[CH:36][C:35](B2OC(C)(C)C(C)(C)O2)=[CH:34][CH:33]=1)=[O:30], predict the reaction product. The product is: [Cl:21][C:18]1[CH:19]=[CH:20][C:15]([C:12]2([N:8]3[C:7](=[O:22])[CH:6]4[CH2:23][O:24][CH2:25][CH2:26][N:5]4[C:4]4[N:3]=[C:2]([C:35]5[CH:34]=[CH:33][C:32]([NH:31][C:29]([NH:28][CH3:27])=[O:30])=[CH:37][CH:36]=5)[N:11]=[CH:10][C:9]3=4)[CH2:14][CH2:13]2)=[CH:16][CH:17]=1.